This data is from Full USPTO retrosynthesis dataset with 1.9M reactions from patents (1976-2016). The task is: Predict the reactants needed to synthesize the given product. (1) Given the product [F:37][C:24]([F:23])([F:36])[CH2:25][O:26][C:27]1[N:28]=[CH:29][C:30]([C:31]2[O:1][N:2]=[C:3]([C:5]3[CH:13]=[CH:12][C:11]4[NH:10][C:9]5[CH:14]([CH2:17][C:18]([OH:20])=[O:19])[CH2:15][CH2:16][C:8]=5[C:7]=4[CH:6]=3)[N:4]=2)=[CH:34][CH:35]=1, predict the reactants needed to synthesize it. The reactants are: [OH:1][NH:2][C:3]([C:5]1[CH:13]=[CH:12][C:11]2[NH:10][C:9]3[CH:14]([CH2:17][C:18]([O:20]CC)=[O:19])[CH2:15][CH2:16][C:8]=3[C:7]=2[CH:6]=1)=[NH:4].[F:23][C:24]([F:37])([F:36])[CH2:25][O:26][C:27]1[CH:35]=[CH:34][C:30]([C:31](O)=O)=[CH:29][N:28]=1. (2) The reactants are: [OH:1][C:2]1[CH:10]=[CH:9][CH:8]=[C:4]([C:5]([OH:7])=[O:6])[C:3]=1[NH2:11].[Br:12][C:13]1[CH:21]=[CH:20][C:16]([C:17](Cl)=O)=[CH:15][CH:14]=1.N1C=CC=CC=1.Cl.CC1C=CC(S(O)(=O)=O)=CC=1. Given the product [C:5]([O-:7])(=[O:6])[CH3:4].[Br:12][C:13]1[CH:21]=[CH:20][C:16]([C:17]2[O:1][C:2]3[C:3](=[C:4]([C:5]([OH:7])=[O:6])[CH:8]=[CH:9][CH:10]=3)[N:11]=2)=[CH:15][CH:14]=1, predict the reactants needed to synthesize it. (3) Given the product [CH:19]1([C:17]#[C:18][C:2]2[CH:3]=[C:4]3[C:8](=[CH:9][CH:10]=2)[N:7]([CH:11]2[CH2:16][CH2:15][CH2:14][CH2:13][O:12]2)[N:6]=[CH:5]3)[CH2:21][CH2:20]1, predict the reactants needed to synthesize it. The reactants are: Br[C:2]1[CH:3]=[C:4]2[C:8](=[CH:9][CH:10]=1)[N:7]([CH:11]1[CH2:16][CH2:15][CH2:14][CH2:13][O:12]1)[N:6]=[CH:5]2.[C:17]([CH:19]1[CH2:21][CH2:20]1)#[CH:18]. (4) The reactants are: Cl[C:2]1[N:3]=[C:4]([NH:23][CH:24]2[CH2:26][CH2:25]2)[C:5]2[C:10]([C:11]#[N:12])=[CH:9][N:8](S(C3C=CC(C)=CC=3)(=O)=O)[C:6]=2[N:7]=1.[NH2:27][C:28]1[CH:33]=[CH:32][C:31]([N:34]([CH3:38])[C:35](=[O:37])[CH3:36])=[CH:30][CH:29]=1.C[Si](Cl)(C)C. Given the product [C:11]([C:10]1[C:5]2[C:4]([NH:23][CH:24]3[CH2:25][CH2:26]3)=[N:3][C:2]([NH:27][C:28]3[CH:29]=[CH:30][C:31]([N:34]([CH3:38])[C:35](=[O:37])[CH3:36])=[CH:32][CH:33]=3)=[N:7][C:6]=2[NH:8][CH:9]=1)#[N:12], predict the reactants needed to synthesize it. (5) Given the product [CH:17]([S:16][C:14]1[C:13]2[C:4](=[C:5]3[C:10](=[CH:11][CH:12]=2)[CH:9]=[CH:8][CH:7]=[N:6]3)[N:3]=[C:2]([CH:1]=[O:20])[CH:15]=1)([CH3:19])[CH3:18], predict the reactants needed to synthesize it. The reactants are: [CH3:1][C:2]1[CH:15]=[C:14]([S:16][CH:17]([CH3:19])[CH3:18])[C:13]2[C:4](=[C:5]3[C:10](=[CH:11][CH:12]=2)[CH:9]=[CH:8][CH:7]=[N:6]3)[N:3]=1.[O:20]1CCOCC1. (6) Given the product [N:1]1([NH:7][C:8]([C:10]2[C:14]([CH3:15])=[C:13]([C:16]3[CH:21]=[CH:20][C:19]([C:33]#[C:32][CH2:31][OH:34])=[CH:18][CH:17]=3)[N:12]([C:23]3[CH:28]=[CH:27][C:26]([Cl:29])=[CH:25][C:24]=3[Cl:30])[N:11]=2)=[O:9])[CH2:6][CH2:5][CH2:4][CH2:3][CH2:2]1, predict the reactants needed to synthesize it. The reactants are: [N:1]1([NH:7][C:8]([C:10]2[C:14]([CH3:15])=[C:13]([C:16]3[CH:21]=[CH:20][C:19](Br)=[CH:18][CH:17]=3)[N:12]([C:23]3[CH:28]=[CH:27][C:26]([Cl:29])=[CH:25][C:24]=3[Cl:30])[N:11]=2)=[O:9])[CH2:6][CH2:5][CH2:4][CH2:3][CH2:2]1.[CH2:31]([OH:34])[C:32]#[CH:33].[Cl-].[NH4+]. (7) Given the product [CH2:13]([O:15][C:16](=[O:20])/[CH:17]=[C:18](/[O:12][CH2:11][CH:2]1[O:1][C:6]2[CH:7]=[CH:8][CH:9]=[CH:10][C:5]=2[O:4][CH2:3]1)\[CH3:19])[CH3:14], predict the reactants needed to synthesize it. The reactants are: [O:1]1[C:6]2[CH:7]=[CH:8][CH:9]=[CH:10][C:5]=2[O:4][CH2:3][CH:2]1[CH2:11][OH:12].[CH2:13]([O:15][C:16](=[O:20])[C:17]#[C:18][CH3:19])[CH3:14].C(P(CCCC)CCCC)CCC. (8) Given the product [O:1]=[C:2]1[NH:11][C:10]2[N:9]=[CH:8][CH:7]=[C:6]([O:12][C:13]3[CH:14]=[CH:15][C:16]4[O:20][C@@H:19]5[C@@H:21]([C:22]([OH:24])=[O:23])[C@@H:18]5[C:17]=4[CH:27]=3)[C:5]=2[CH2:4][CH2:3]1, predict the reactants needed to synthesize it. The reactants are: [O:1]=[C:2]1[NH:11][C:10]2[N:9]=[CH:8][CH:7]=[C:6]([O:12][C:13]3[CH:14]=[CH:15][C:16]4[O:20][C@@H:19]5[C@@H:21]([C:22]([O:24]CC)=[O:23])[C@@H:18]5[C:17]=4[CH:27]=3)[C:5]=2[CH2:4][CH2:3]1.[OH-].[Na+]. (9) The reactants are: C([O:3][C:4](=[O:31])[CH2:5][O:6][C:7]1[CH:16]=[C:15]2[C:10]([C:11]([C:17]3[C:21]([C:22]4[CH:27]=[CH:26][CH:25]=[CH:24][N:23]=4)=[N:20][N:19]4[CH2:28][CH2:29][CH2:30][C:18]=34)=[CH:12][CH:13]=[N:14]2)=[CH:9][CH:8]=1)C.[OH-].[Li+]. Given the product [N:23]1[CH:24]=[CH:25][CH:26]=[CH:27][C:22]=1[C:21]1[C:17]([C:11]2[C:10]3[C:15](=[CH:16][C:7]([O:6][CH2:5][C:4]([OH:31])=[O:3])=[CH:8][CH:9]=3)[N:14]=[CH:13][CH:12]=2)=[C:18]2[CH2:30][CH2:29][CH2:28][N:19]2[N:20]=1, predict the reactants needed to synthesize it.